Dataset: Reaction yield outcomes from USPTO patents with 853,638 reactions. Task: Predict the reaction yield, written as a fraction of the theoretical maximum amount of product (1.0 means a 100% yield; for example, 0.34 means a 34% yield). (1) The reactants are [OH:1][C:2]1[CH:9]=[CH:8][C:5]([C:6]#[N:7])=[CH:4][CH:3]=1.[CH2:10]([O:12][C:13]1[CH:14]=[C:15]([CH:23](O)[C:24]([O:26][CH3:27])=[O:25])[CH:16]=[CH:17][C:18]=1[O:19][CH:20]([CH3:22])[CH3:21])[CH3:11].C1(P(C2C=CC=CC=2)C2C=CC=CC=2)C=CC=CC=1.CCOC(/N=N/C(OCC)=O)=O. The catalyst is C1COCC1. The product is [C:6]([C:5]1[CH:8]=[CH:9][C:2]([O:1][CH:23]([C:15]2[CH:16]=[CH:17][C:18]([O:19][CH:20]([CH3:22])[CH3:21])=[C:13]([O:12][CH2:10][CH3:11])[CH:14]=2)[C:24]([O:26][CH3:27])=[O:25])=[CH:3][CH:4]=1)#[N:7]. The yield is 0.500. (2) The reactants are Br[C:2]1[C:7]([F:8])=[C:6]([Cl:9])[CH:5]=[CH:4][N:3]=1.CC1(C)CCCC(C)(C)N1.[Li]CCCC.Cl[C:26]1[CH:31]=[CH:30][N:29]=C[C:27]=1F.C1C(=O)[N:37](Br)C(=O)C1.CC[O:43][C:44](C)=[O:45]. The catalyst is C1COCC1.O. The product is [Cl:9][C:6]1[CH:5]=[CH:4][N:3]=[C:2]([N:37]2[C:26]([CH3:27])=[C:31]([C:44]([OH:43])=[O:45])[CH:30]=[N:29]2)[C:7]=1[F:8]. The yield is 0.340. (3) The reactants are [Cl:1][C:2]1[N:7]=[C:6](Cl)[CH:5]=[C:4]([Cl:9])[N:3]=1.[CH2:10]([Mg]Cl)[C:11]1[CH:16]=[CH:15][CH:14]=[CH:13][CH:12]=1.C(OCC)C. The catalyst is O1CCCC1. The product is [CH2:10]([C:6]1[N:7]=[C:2]([Cl:1])[N:3]=[C:4]([Cl:9])[CH:5]=1)[C:11]1[CH:16]=[CH:15][CH:14]=[CH:13][CH:12]=1. The yield is 0.650. (4) The reactants are [F:1][C:2]([F:13])([F:12])[C:3]1[NH:11][C:6]2=[N:7][CH:8]=[CH:9][CH:10]=[C:5]2[CH:4]=1.ClC1C=C(C=CC=1)C(OO)=[O:19].C([O-])(O)=O.[Na+]. The catalyst is C(Cl)Cl. The product is [F:13][C:2]([F:1])([F:12])[C:3]1[NH:11][C:6]2=[N+:7]([O-:19])[CH:8]=[CH:9][CH:10]=[C:5]2[CH:4]=1. The yield is 0.630. (5) The reactants are [F:1][C:2]1[CH:19]=[CH:18][C:17]([F:20])=[CH:16][C:3]=1[CH2:4][N:5]1[CH2:10][CH2:9][NH:8][C:7]2[N:11]=[CH:12][C:13](I)=[CH:14][C:6]1=2.CC1(C)C(C)(C)OB([C:29]2[CH:30]=[CH:31][C:32]([C:35]#[N:36])=[N:33][CH:34]=2)O1. No catalyst specified. The product is [F:1][C:2]1[CH:19]=[CH:18][C:17]([F:20])=[CH:16][C:3]=1[CH2:4][N:5]1[CH2:10][CH2:9][NH:8][C:7]2[N:11]=[CH:12][C:13]([C:29]3[CH:30]=[CH:31][C:32]([C:35]#[N:36])=[N:33][CH:34]=3)=[CH:14][C:6]1=2. The yield is 0.240.